This data is from NCI-60 drug combinations with 297,098 pairs across 59 cell lines. The task is: Regression. Given two drug SMILES strings and cell line genomic features, predict the synergy score measuring deviation from expected non-interaction effect. Drug 1: CC1C(C(CC(O1)OC2CC(CC3=C2C(=C4C(=C3O)C(=O)C5=C(C4=O)C(=CC=C5)OC)O)(C(=O)CO)O)N)O.Cl. Drug 2: CCC1(CC2CC(C3=C(CCN(C2)C1)C4=CC=CC=C4N3)(C5=C(C=C6C(=C5)C78CCN9C7C(C=CC9)(C(C(C8N6C)(C(=O)OC)O)OC(=O)C)CC)OC)C(=O)OC)O.OS(=O)(=O)O. Cell line: A549. Synergy scores: CSS=49.8, Synergy_ZIP=2.66, Synergy_Bliss=4.36, Synergy_Loewe=3.70, Synergy_HSA=4.42.